This data is from Reaction yield outcomes from USPTO patents with 853,638 reactions. The task is: Predict the reaction yield, written as a fraction of the theoretical maximum amount of product (1.0 means a 100% yield; for example, 0.34 means a 34% yield). (1) The reactants are Cl[C:2]1[CH:7]=[C:6]([N+:8]([O-:10])=[O:9])[CH:5]=[CH:4][N:3]=1.[CH:11]1([N:16]2[CH2:21][CH2:20][NH:19][CH2:18][CH2:17]2)[CH2:15][CH2:14][CH2:13][CH2:12]1.C(N(CC)C(C)C)(C)C. The catalyst is CN(C=O)C.O. The product is [CH:11]1([N:16]2[CH2:17][CH2:18][N:19]([C:2]3[CH:7]=[C:6]([N+:8]([O-:10])=[O:9])[CH:5]=[CH:4][N:3]=3)[CH2:20][CH2:21]2)[CH2:12][CH2:13][CH2:14][CH2:15]1. The yield is 0.290. (2) The reactants are [NH2:1][C@@H:2]([C@H:5]([CH3:11])[CH2:6][C:7]([F:10])([F:9])[F:8])[CH2:3][OH:4].C(N(CC)CC)C.[Cl:19][C:20]1[S:24][C:23]([S:25](Cl)(=[O:27])=[O:26])=[CH:22][CH:21]=1. The catalyst is C(Cl)Cl.CCOC(C)=O. The product is [Cl:19][C:20]1[S:24][C:23]([S:25]([NH:1][C@H:2]([CH2:3][OH:4])[C@H:5]([CH3:11])[CH2:6][C:7]([F:8])([F:9])[F:10])(=[O:27])=[O:26])=[CH:22][CH:21]=1. The yield is 0.750. (3) The reactants are [NH2:1][C:2]1[CH:3]=[CH:4][C:5]([NH:24][C:25]([O:27][C:28]([CH3:31])([CH3:30])[CH3:29])=[O:26])=[C:6]([CH2:8][CH2:9][C:10]2[CH:11]=[C:12]([NH:16][C:17](=[O:23])[O:18][C:19]([CH3:22])([CH3:21])[CH3:20])[CH:13]=[CH:14][CH:15]=2)[CH:7]=1.[Cl:32][C:33]1[N:38]=[C:37](Cl)[C:36]([F:40])=[CH:35][N:34]=1.C(=O)([O-])[O-].[K+].[K+]. The catalyst is CN(C)C=O. The product is [C:28]([O:27][C:25]([NH:24][C:5]1[CH:4]=[CH:3][C:2]([NH:1][C:35]2[C:36]([F:40])=[CH:37][N:38]=[C:33]([Cl:32])[N:34]=2)=[CH:7][C:6]=1[CH2:8][CH2:9][C:10]1[CH:11]=[C:12]([NH:16][C:17](=[O:23])[O:18][C:19]([CH3:22])([CH3:21])[CH3:20])[CH:13]=[CH:14][CH:15]=1)=[O:26])([CH3:31])([CH3:30])[CH3:29]. The yield is 0.610. (4) The reactants are [OH:1][CH:2]1[CH2:11][CH2:10][NH:9][C:8]2[N:7]=[CH:6][C:5]([C:12]3[CH:17]=[CH:16][C:15]([C:18]([N:20]4[CH2:25][CH2:24][N:23]([CH3:26])[CH2:22][CH2:21]4)=[O:19])=[CH:14][CH:13]=3)=[CH:4][C:3]1=2.[Cl:27][C:28]1[CH:29]=[C:30](O)[CH:31]=[C:32]([Cl:34])[CH:33]=1. The catalyst is CO.C(Cl)Cl. The product is [Cl:27][C:28]1[CH:29]=[C:30]([CH:31]=[C:32]([Cl:34])[CH:33]=1)[O:1][CH:2]1[CH2:11][CH2:10][NH:9][C:8]2[N:7]=[CH:6][C:5]([C:12]3[CH:13]=[CH:14][C:15]([C:18]([N:20]4[CH2:21][CH2:22][N:23]([CH3:26])[CH2:24][CH2:25]4)=[O:19])=[CH:16][CH:17]=3)=[CH:4][C:3]1=2. The yield is 0.820. (5) The catalyst is C1C=CC([P]([Pd]([P](C2C=CC=CC=2)(C2C=CC=CC=2)C2C=CC=CC=2)([P](C2C=CC=CC=2)(C2C=CC=CC=2)C2C=CC=CC=2)[P](C2C=CC=CC=2)(C2C=CC=CC=2)C2C=CC=CC=2)(C2C=CC=CC=2)C2C=CC=CC=2)=CC=1.O. The product is [F:27][C:24]1[CH:23]=[CH:22][C:21]([C:19]2[O:20][C:16]3[CH:15]=[CH:14][C:13]([C:39]4[CH:40]=[CH:41][CH:42]=[C:43]5[C:38]=4[CH:37]=[CH:36][NH:35]5)=[CH:32][C:17]=3[C:18]=2[C:28]([NH:29][CH3:30])=[O:31])=[CH:26][CH:25]=1. The reactants are C(=O)([O-])[O-].[Cs+].[Cs+].FC(F)(F)S(O[C:13]1[CH:14]=[CH:15][C:16]2[O:20][C:19]([C:21]3[CH:26]=[CH:25][C:24]([F:27])=[CH:23][CH:22]=3)=[C:18]([C:28](=[O:31])[NH:29][CH3:30])[C:17]=2[CH:32]=1)(=O)=O.[NH:35]1[C:43]2[C:38](=[C:39](B(O)O)[CH:40]=[CH:41][CH:42]=2)[CH:37]=[CH:36]1.O1CCOCC1. The yield is 0.460. (6) The reactants are [C:1]1([CH2:7][CH2:8][C:9]2[CH:10]=[N:11][CH:12]=[CH:13][C:14]=2[C:15]([OH:17])=O)[CH:6]=[CH:5][CH:4]=[CH:3][CH:2]=1.[OH-].[Na+]. No catalyst specified. The product is [CH:10]1[C:9]2[CH2:8][CH2:7][C:1]3[CH:2]=[CH:3][CH:4]=[CH:5][C:6]=3[C:15](=[O:17])[C:14]=2[CH:13]=[CH:12][N:11]=1. The yield is 0.900. (7) The reactants are C[O:2][C:3](=[O:17])[C:4]([NH:6][C:7]1[C:16]2[C:11](=[CH:12][CH:13]=[CH:14][CH:15]=2)[CH:10]=[CH:9][CH:8]=1)=[O:5]. The catalyst is C1COCC1.[OH-].[Li+]. The product is [C:7]1([NH:6][C:4](=[O:5])[C:3]([OH:17])=[O:2])[C:16]2[C:11](=[CH:12][CH:13]=[CH:14][CH:15]=2)[CH:10]=[CH:9][CH:8]=1. The yield is 0.980.